This data is from Catalyst prediction with 721,799 reactions and 888 catalyst types from USPTO. The task is: Predict which catalyst facilitates the given reaction. (1) Reactant: [Cl:1][C:2]1[C:7]([S:8]([N:11]([CH3:13])[CH3:12])(=[O:10])=[O:9])=[C:6]([OH:14])[C:5]([NH:15][C:16]2[C:19](=[O:20])[C:18](=[O:21])[C:17]=2OCC)=[CH:4][CH:3]=1.[CH3:25][C:26]1[O:30][C:29]([CH:31]([NH2:37])[CH:32]2[CH2:36][CH2:35][CH2:34][S:33]2)=[CH:28][CH:27]=1. The catalyst class is: 5. Product: [Cl:1][C:2]1[C:7]([S:8]([N:11]([CH3:13])[CH3:12])(=[O:10])=[O:9])=[C:6]([OH:14])[C:5]([NH:15][C:16]2[C:19](=[O:20])[C:18](=[O:21])[C:17]=2[NH:37][CH:31]([C:29]2[O:30][C:26]([CH3:25])=[CH:27][CH:28]=2)[CH:32]2[CH2:36][CH2:35][CH2:34][S:33]2)=[CH:4][CH:3]=1. (2) Reactant: [CH3:1][CH:2]([C@@:4]12[C@@H:19]([OH:20])[C@:18]34[O:21][C@H:17]3[CH2:16][C@@H:15]3[C@:10]([CH3:26])([CH2:11][CH2:12][C:13]5[C:24](=[O:25])[O:23][CH2:22][C:14]=53)[C@:8]34[O:9][C@H:7]3[C@@H:5]1[O:6]2)[CH3:3].[C:27]1(=[O:33])[O:32][C:30](=[O:31])[CH2:29][CH2:28]1.CCCCCC. Product: [CH3:3][CH:2]([C@@:4]12[C@@H:19]([OH:20])[C@:18]34[O:21][C@H:17]3[CH2:16][C@@H:15]3[C@:10]([CH3:26])([CH2:11][CH2:12][C:13]5[C:24](=[O:25])[O:23][CH2:22][C:14]=53)[C@:8]34[O:9][C@H:7]3[C@@H:5]1[O:6]2)[CH3:1].[C:27]([O-:32])(=[O:33])[CH2:28][CH2:29][C:30]([O-:6])=[O:31]. The catalyst class is: 17. (3) Reactant: [Li]CCCC.Br[C:7]1[CH:11]=[CH:10][S:9][CH:8]=1.[Br:12][C:13]1[CH:20]=[CH:19][C:16]([CH:17]=[O:18])=[CH:15][CH:14]=1.[NH4+].[Cl-]. Product: [Br:12][C:13]1[CH:20]=[CH:19][C:16]([CH:17]([C:7]2[CH:11]=[CH:10][S:9][CH:8]=2)[OH:18])=[CH:15][CH:14]=1. The catalyst class is: 1. (4) Reactant: [Cl:1][C:2]1[CH:3]=[C:4]2[C:8](=[CH:9][CH:10]=1)[NH:7][CH:6]=[C:5]2[CH2:11][CH2:12][NH:13][C:14](=[O:23])[C:15]1[CH:20]=[CH:19][C:18]([CH2:21]Cl)=[CH:17][CH:16]=1.B(O)(O)[C:25]1[CH:26]=[CH:27][C:28]([CH3:31])=[CH:29][CH:30]=1.C(=O)([O-])[O-].[Na+].[Na+].[I-].[Na+]. Product: [Cl:1][C:2]1[CH:3]=[C:4]2[C:8](=[CH:9][CH:10]=1)[NH:7][CH:6]=[C:5]2[CH2:11][CH2:12][NH:13][C:14](=[O:23])[C:15]1[CH:20]=[CH:19][C:18]([CH2:21][C:25]2[CH:30]=[CH:29][C:28]([CH3:31])=[CH:27][CH:26]=2)=[CH:17][CH:16]=1. The catalyst class is: 437. (5) Reactant: [CH3:1][O:2][C:3]1[C:8]([N:9]2[CH2:17][C@@H:16]3[C@@H:11]([CH2:12][CH2:13][CH2:14][NH:15]3)[CH2:10]2)=[C:7]([F:18])[CH:6]=[C:5]2[C:19]([C:21]([C:27]([OH:29])=[O:28])=[CH:22][N:23]([CH:24]3[CH2:26][CH2:25]3)[C:4]=12)=[O:20].[ClH:30].Cl. Product: [CH3:1][O:2][C:3]1[C:8]([N:9]2[CH2:17][C@@H:16]3[C@@H:11]([CH2:12][CH2:13][CH2:14][NH:15]3)[CH2:10]2)=[C:7]([F:18])[CH:6]=[C:5]2[C:19]([C:21]([C:27]([OH:29])=[O:28])=[CH:22][N:23]([CH:24]3[CH2:26][CH2:25]3)[C:4]=12)=[O:20].[OH2:2].[ClH:30]. The catalyst class is: 8. (6) Reactant: [H-].[Na+].[O:3]=[C:4]1[NH:8][C:7]2([CH2:13][CH2:12][N:11]([C:14]([O:16][C:17]([CH3:20])([CH3:19])[CH3:18])=[O:15])[CH2:10][CH2:9]2)[S:6][CH2:5]1.[Cl:21][C:22]1[CH:23]=[C:24]2[C:29](=[CH:30][CH:31]=1)[CH:28]=[C:27]([S:32]([CH2:35][CH2:36][CH2:37]Cl)(=[O:34])=[O:33])[CH:26]=[CH:25]2.ClC1C=C2C(=CC=1)C=C(S(CCCBr)(=O)=O)C=C2. Product: [Cl:21][C:22]1[CH:23]=[C:24]2[C:29](=[CH:30][CH:31]=1)[CH:28]=[C:27]([S:32]([CH2:35][CH2:36][CH2:37][N:8]1[C:7]3([CH2:13][CH2:12][N:11]([C:14]([O:16][C:17]([CH3:20])([CH3:19])[CH3:18])=[O:15])[CH2:10][CH2:9]3)[S:6][CH2:5][C:4]1=[O:3])(=[O:34])=[O:33])[CH:26]=[CH:25]2. The catalyst class is: 18.